Dataset: Cav3 T-type calcium channel HTS with 100,875 compounds. Task: Binary Classification. Given a drug SMILES string, predict its activity (active/inactive) in a high-throughput screening assay against a specified biological target. (1) The drug is o1nc(cc1c1cc(OC)c(OC)cc1)C(=O)NCc1ccccc1. The result is 0 (inactive). (2) The compound is s1c2nc(SCC(=O)Nc3c(cccc3)C)n(c(=O)c2c(c1C)C)CC=C. The result is 0 (inactive). (3) The compound is Clc1c(c(NC(=O)C(=O)NNC(=O)c2c(cccc2)C)ccc1)C. The result is 0 (inactive). (4) The compound is S(c1n(c(nn1)C(NC(=O)c1ccccc1)CO)C)CC(=O)Nc1c(cccc1)C(OC)=O. The result is 0 (inactive). (5) The drug is O(C(=O)C=1C(n2[nH]cnc2=NC1C)c1c(OC)cc(OC)c(OC)c1)CCCC. The result is 0 (inactive). (6) The molecule is S(=O)(=O)(N1CCC(CC1)c1n(CC)c(SCc2ccc(F)cc2)nn1)c1ccc(OC)cc1. The result is 0 (inactive).